Dataset: Full USPTO retrosynthesis dataset with 1.9M reactions from patents (1976-2016). Task: Predict the reactants needed to synthesize the given product. (1) Given the product [C:47]([O:51][C:52]([N:54]1[C@@H:59]([CH3:60])[CH2:58][N:57]([C:2]2[CH:7]=[N:6][C:5]([C:8]([N:10]3[CH2:15][CH2:14][C:13]4[NH:16][C:17]([C:19]5[C:27]6[C:22](=[CH:23][C:24]([C:28]7[CH:33]=[C:32]([F:34])[C:31]([OH:35])=[CH:30][C:29]=7[CH2:36][CH3:37])=[CH:25][CH:26]=6)[NH:21][N:20]=5)=[N:18][C:12]=4[CH2:11]3)=[O:9])=[CH:4][N:3]=2)[CH2:56][C@H:55]1[CH3:61])=[O:53])([CH3:50])([CH3:48])[CH3:49], predict the reactants needed to synthesize it. The reactants are: Cl[C:2]1[N:3]=[CH:4][C:5]([C:8]([N:10]2[CH2:15][CH2:14][C:13]3[NH:16][C:17]([C:19]4[C:27]5[C:22](=[CH:23][C:24]([C:28]6[CH:33]=[C:32]([F:34])[C:31]([OH:35])=[CH:30][C:29]=6[CH2:36][CH3:37])=[CH:25][CH:26]=5)[NH:21][N:20]=4)=[N:18][C:12]=3[CH2:11]2)=[O:9])=[N:6][CH:7]=1.CCN(C(C)C)C(C)C.[C:47]([O:51][C:52]([N:54]1[C@@H:59]([CH3:60])[CH2:58][NH:57][CH2:56][C@H:55]1[CH3:61])=[O:53])([CH3:50])([CH3:49])[CH3:48]. (2) Given the product [C:1]([O-:10])(=[O:9])[C:2]1[C:3](=[CH:5][CH:6]=[CH:7][CH:8]=1)[OH:4].[CH2:27]([N+:18]([CH2:14][CH2:15][CH2:16][CH3:17])([CH2:19][CH2:20][CH2:21][CH3:22])[CH2:23][CH2:24][CH2:25][CH3:26])[CH2:28][CH2:29][CH3:30], predict the reactants needed to synthesize it. The reactants are: [C:1]([O:10]CC)(=[O:9])[C:2]1[C:3](=[CH:5][CH:6]=[CH:7][CH:8]=1)[OH:4].[OH-].[CH2:14]([N+:18]([CH2:27][CH2:28][CH2:29][CH3:30])([CH2:23][CH2:24][CH2:25][CH3:26])[CH2:19][CH2:20][CH2:21][CH3:22])[CH2:15][CH2:16][CH3:17]. (3) Given the product [C:21]([O:25][C:26](=[O:39])[NH:27][C:28]1[CH:33]=[CH:32][C:31]([CH2:34][C:35]([NH:37][NH:38][C:18]([C@@H:13]2[CH2:12][CH2:11][C@@H:10]3[CH2:17][N:14]2[C:15](=[O:16])[N:9]3[O:8][CH2:1][C:2]2[CH:3]=[CH:4][CH:5]=[CH:6][CH:7]=2)=[O:20])=[O:36])=[CH:30][CH:29]=1)([CH3:24])([CH3:22])[CH3:23], predict the reactants needed to synthesize it. The reactants are: [CH2:1]([O:8][N:9]1[C:15](=[O:16])[N:14]2[CH2:17][C@H:10]1[CH2:11][CH2:12][C@H:13]2[C:18]([OH:20])=O)[C:2]1[CH:7]=[CH:6][CH:5]=[CH:4][CH:3]=1.[C:21]([O:25][C:26](=[O:39])[NH:27][C:28]1[CH:33]=[CH:32][C:31]([CH2:34][C:35]([NH:37][NH2:38])=[O:36])=[CH:30][CH:29]=1)([CH3:24])([CH3:23])[CH3:22]. (4) Given the product [CH2:46]([O:45][C:43]([C:42]1[CH:48]=[CH:49][C:39]([CH:11]2[CH2:14][N:13]([C:15]([O:17][C:18]([CH3:21])([CH3:20])[CH3:19])=[O:16])[CH2:12]2)=[CH:40][CH:41]=1)=[O:44])[CH3:47], predict the reactants needed to synthesize it. The reactants are: BrCCBr.Cl[Si](C)(C)C.I[CH:11]1[CH2:14][N:13]([C:15]([O:17][C:18]([CH3:21])([CH3:20])[CH3:19])=[O:16])[CH2:12]1.O1C=CC=C1P(C1OC=CC=1)C1OC=CC=1.I[C:39]1[CH:49]=[CH:48][C:42]([C:43]([O:45][CH2:46][CH3:47])=[O:44])=[CH:41][CH:40]=1. (5) Given the product [F:7][C:8]([F:21])([F:20])[S:9]([O:12][C:23]1[CH:32]=[CH:31][CH:30]=[C:29]2[C:24]=1[CH2:25][CH2:26][C:27](=[O:33])[NH:28]2)(=[O:11])=[O:10], predict the reactants needed to synthesize it. The reactants are: N1C=CC=CC=1.[F:7][C:8]([F:21])([F:20])[S:9]([O:12]S(C(F)(F)F)(=O)=O)(=[O:11])=[O:10].O[C:23]1[CH:32]=[CH:31][CH:30]=[C:29]2[C:24]=1[CH2:25][CH2:26][C:27](=[O:33])[NH:28]2. (6) The reactants are: [N+](C1C=CC([O:10][C:11](=O)[O:12][C@H:13]([C:15](=[O:37])[NH:16][C@@H:17]2[C:23](=[O:24])[N:22]([CH2:25][CH2:26][O:27][CH3:28])[C:21]3[CH:29]=[CH:30][CH:31]=[CH:32][C:20]=3[C:19]3[CH:33]=[CH:34][CH:35]=[CH:36][C:18]2=3)[CH3:14])=CC=1)([O-])=O.[F:39][C:40]([F:47])([C:43]([F:46])([F:45])[F:44])[CH2:41][NH2:42]. Given the product [CH3:28][O:27][CH2:26][CH2:25][N:22]1[C:23](=[O:24])[C@@H:17]([NH:16][C:15]([C@@H:13]([O:12][C:11](=[O:10])[NH:42][CH2:41][C:40]([F:47])([F:39])[C:43]([F:46])([F:45])[F:44])[CH3:14])=[O:37])[C:18]2[CH:36]=[CH:35][CH:34]=[CH:33][C:19]=2[C:20]2[CH:32]=[CH:31][CH:30]=[CH:29][C:21]1=2, predict the reactants needed to synthesize it.